From a dataset of Reaction yield outcomes from USPTO patents with 853,638 reactions. Predict the reaction yield, written as a fraction of the theoretical maximum amount of product (1.0 means a 100% yield; for example, 0.34 means a 34% yield). (1) The reactants are [NH:1]1[C:5]2[CH:6]=[CH:7][CH:8]=[CH:9][C:4]=2[NH:3][C:2]1=[C:10]([C:23]([C:25]1[CH:30]=[CH:29][CH:28]=[C:27]([F:31])[CH:26]=1)=[O:24])[C:11]([C:13]1[CH:18]=[CH:17][CH:16]=[C:15]([CH:19]([OH:22])[CH2:20][OH:21])[CH:14]=1)=[O:12].[C:32](N1C=CN=C1)(N1C=CN=C1)=[O:33]. No catalyst specified. The product is [NH:1]1[C:5]2[CH:6]=[CH:7][CH:8]=[CH:9][C:4]=2[NH:3][C:2]1=[C:10]([C:11]([C:13]1[CH:18]=[CH:17][CH:16]=[C:15]([CH:19]2[CH2:20][O:21][C:32](=[O:33])[O:22]2)[CH:14]=1)=[O:12])[C:23]([C:25]1[CH:30]=[CH:29][CH:28]=[C:27]([F:31])[CH:26]=1)=[O:24]. The yield is 0.0900. (2) The reactants are [CH3:1][N:2]1[CH:6]=[C:5]([C:7]2[C:12]3[C:13](=[O:16])[NH:14][CH2:15][C:11]=3[CH:10]=[C:9]([NH:17][C@@H:18]3[CH2:23][CH2:22][CH2:21][CH2:20][C@@H:19]3[NH:24][C:25](=[O:31])[O:26][C:27]([CH3:30])([CH3:29])[CH3:28])[N:8]=2)[CH:4]=[N:3]1.[B-](F)(F)(F)[F:33].[B-](F)(F)(F)F.C1[N+]2(CCl)CC[N+](F)(CC2)C1.CO.O. The catalyst is C(Cl)Cl. The product is [F:33][C:10]1[C:11]2[CH2:15][NH:14][C:13](=[O:16])[C:12]=2[C:7]([C:5]2[CH:4]=[N:3][N:2]([CH3:1])[CH:6]=2)=[N:8][C:9]=1[NH:17][C@@H:18]1[CH2:23][CH2:22][CH2:21][CH2:20][C@@H:19]1[NH:24][C:25](=[O:31])[O:26][C:27]([CH3:28])([CH3:30])[CH3:29]. The yield is 0.0960. (3) The reactants are C(O[C:6]([N:8]1[CH2:13][CH2:12][NH:11][CH2:10][CH2:9]1)=O)(C)(C)C.BrC1[CH:16]=[C:17]2[C:22](=[CH:23][CH:24]=1)[O:21][CH2:20][C@H:19]([OH:25])[C@H:18]2[NH:26][C:27](=[O:35])[C:28]1[CH:33]=[CH:32][C:31]([F:34])=[CH:30][CH:29]=1.CC(C)([O-])C.[Na+].P(=O)(O)(O)O.[ClH:47]. The catalyst is CS(C)=O.CO.O1CCOCC1.[CH2-]C=C.[CH2-]C=C.Cl[Pd+].Cl[Pd+].F[B-](F)(F)F.C([PH+](C(C)(C)C)C(C)(C)C)(C)(C)C.C(OCC)(=O)C. The product is [ClH:47].[F:34][C:31]1[CH:30]=[CH:29][C:28]([C:27]([NH:26][C@H:18]2[C:17]3[C:22](=[CH:23][CH:24]=[C:6]([N:8]4[CH2:9][CH2:10][NH:11][CH2:12][CH2:13]4)[CH:16]=3)[O:21][CH2:20][C@@H:19]2[OH:25])=[O:35])=[CH:33][CH:32]=1. The yield is 0.730. (4) The reactants are [O:1]=[C:2]1[NH:6][C:5]2([C:15]3[C:10](=[CH:11][CH:12]=[CH:13][CH:14]=3)[O:9][CH2:8][CH2:7]2)[C:4](=[O:16])[N:3]1[CH2:17][C:18]([O:20]C(C)(C)C)=[O:19].C(O)(C(F)(F)F)=O. The catalyst is C(Cl)Cl. The product is [O:1]=[C:2]1[NH:6][C:5]2([C:15]3[C:10](=[CH:11][CH:12]=[CH:13][CH:14]=3)[O:9][CH2:8][CH2:7]2)[C:4](=[O:16])[N:3]1[CH2:17][C:18]([OH:20])=[O:19]. The yield is 0.910. (5) The reactants are [C:1]([CH:4]([CH2:15][CH2:16][CH2:17][SH:18])[CH2:5][C:6]1[CH:7]=[C:8]([CH:12]=[CH:13][CH:14]=1)[C:9]([OH:11])=[O:10])(O)=[O:2].C12(CS(O)(=O)=O)C(C)(C)C(CC1)CC2=O. The catalyst is C1(C)C=CC=CC=1. The product is [O:2]=[C:1]1[CH:4]([CH2:5][C:6]2[CH:7]=[C:8]([CH:12]=[CH:13][CH:14]=2)[C:9]([OH:11])=[O:10])[CH2:15][CH2:16][CH2:17][S:18]1. The yield is 0.670.